This data is from TCR-epitope binding with 47,182 pairs between 192 epitopes and 23,139 TCRs. The task is: Binary Classification. Given a T-cell receptor sequence (or CDR3 region) and an epitope sequence, predict whether binding occurs between them. (1) The epitope is KAFSPEVIPMF. The TCR CDR3 sequence is CASSQFPGTSGLNEQFF. Result: 0 (the TCR does not bind to the epitope). (2) The epitope is GLCTLVAML. The TCR CDR3 sequence is CASGTGQLTNTEAFF. Result: 1 (the TCR binds to the epitope). (3) The epitope is SEVGPEHSLAEY. The TCR CDR3 sequence is CASSSTWGLYEQYF. Result: 1 (the TCR binds to the epitope). (4) The epitope is KRWIILGLNK. The TCR CDR3 sequence is CASSLDRGEQFF. Result: 1 (the TCR binds to the epitope).